This data is from HIV replication inhibition screening data with 41,000+ compounds from the AIDS Antiviral Screen. The task is: Binary Classification. Given a drug SMILES string, predict its activity (active/inactive) in a high-throughput screening assay against a specified biological target. (1) The drug is O=C(NN=CC=Cc1ccccc1)C(O)C(O)C(=O)NN=CC=Cc1ccccc1. The result is 0 (inactive). (2) The compound is CC(C)(CN1CCCCC1)C(=O)C=Cc1ccc(Cl)cc1.Cl. The result is 0 (inactive). (3) The compound is Cl.Cn1cc(NC(=O)c2cc(NC(=O)CCCCCC(=O)Nc3cc(C(=O)Nc4cc(C(=O)NCCC(=N)N)n(C)c4)n(C)c3)cn2C)cc1C(=O)NCCC(=N)N. The result is 1 (active). (4) The compound is O=C(O)CN(CC(=O)O)CC(O)CN(CC(=O)O)CC(=O)O. The result is 0 (inactive). (5) The compound is Cc1cccc2oc3c(CC(=O)O)cccc3c(=O)c12.[NaH]. The result is 0 (inactive). (6) The drug is COC(=O)c1ccc(CSc2ccc(N)cc2)cc1. The result is 0 (inactive). (7) The compound is CC(C)N(C(C)C)P(OCCC#N)OC1CC(n2cnc3c(O)ncnc32)OC1COC(=O)NCCCCCCNC(=O)OC(C)(C)c1ccc(-c2ccccc2)cc1. The result is 0 (inactive). (8) The drug is COC(=NN1CC1C(F)(F)F)c1ccncc1. The result is 0 (inactive). (9) The molecule is Cc1cccc(Nc2cn(CCOc3ccccc3)c(=O)[nH]c2=O)c1. The result is 0 (inactive). (10) The drug is O=C(CC1Sc2ccccc2NC1=O)Nc1cc(Cl)ccc1Cl. The result is 0 (inactive).